The task is: Predict the reaction yield, written as a fraction of the theoretical maximum amount of product (1.0 means a 100% yield; for example, 0.34 means a 34% yield).. This data is from Reaction yield outcomes from USPTO patents with 853,638 reactions. (1) The reactants are [OH:1][CH2:2][CH2:3][C:4]1[CH:21]=[CH:20][C:7]2[N:8]([CH2:17][O:18][CH3:19])[C:9](=[O:16])[C:10]3[CH:11]=[CH:12][CH:13]=[N:14][C:15]=3[C:6]=2[CH:5]=1.CC(OI1(OC(C)=O)(OC(C)=O)OC(=O)C2C=CC=CC1=2)=O.C(=O)(O)[O-].[Na+]. The catalyst is ClCCl. The product is [CH3:19][O:18][CH2:17][N:8]1[C:7]2[CH:20]=[CH:21][C:4]([CH2:3][CH:2]=[O:1])=[CH:5][C:6]=2[C:15]2[N:14]=[CH:13][CH:12]=[CH:11][C:10]=2[C:9]1=[O:16]. The yield is 0.500. (2) The reactants are [CH3:1][O:2][C:3]1[N:8]=[C:7]2[CH:9]=[C:10]([C:12]([O:14][CH3:15])=[O:13])[NH:11][C:6]2=[CH:5][CH:4]=1.C([O-])([O-])=O.[K+].[K+].Br[CH2:23][CH3:24]. The catalyst is CN(C=O)C.C(OCC)(=O)C. The product is [CH2:23]([N:11]1[C:6]2[C:7](=[N:8][C:3]([O:2][CH3:1])=[CH:4][CH:5]=2)[CH:9]=[C:10]1[C:12]([O:14][CH3:15])=[O:13])[CH3:24]. The yield is 0.655. (3) The reactants are [C:1]([O:5][CH3:6])(=[O:4])[CH:2]=[CH2:3].[NH2:7][CH2:8][CH2:9][OH:10]. No catalyst specified. The product is [OH:10][CH2:9][CH2:8][N:7]([CH2:3][CH2:2][C:1]([O:5][CH3:6])=[O:4])[CH2:3][CH2:2][C:1]([O:5][CH3:6])=[O:4]. The yield is 1.00. (4) The reactants are [CH3:1][O:2][C:3]1[CH:20]=[CH:19][C:6]([CH2:7][C:8]2[CH:13]=[CH:12][C:11]([NH:14][S:15]([CH3:18])(=[O:17])=[O:16])=[CH:10][CH:9]=2)=[CH:5][CH:4]=1.[Br:21]Br.OS([O-])=O.[Na+]. The catalyst is C(O)(=O)C. The product is [Br:21][C:20]1[CH:19]=[C:6]([CH:5]=[CH:4][C:3]=1[O:2][CH3:1])[CH2:7][C:8]1[CH:13]=[CH:12][C:11]([NH:14][S:15]([CH3:18])(=[O:16])=[O:17])=[CH:10][CH:9]=1. The yield is 0.560. (5) The reactants are [N:1]1([C:6]2[CH:11]=[CH:10][C:9](/[CH:12]=[CH:13]/[C:14]([C:16]3[CH:21]=[C:20]([Cl:22])[CH:19]=[C:18]([Cl:23])[CH:17]=3)=[O:15])=[CH:8][CH:7]=2)[CH:5]=[N:4][CH:3]=[N:2]1.[F:24][C:25]([Si](C)(C)C)([F:27])[F:26].[F-].C([N+](CCCC)(CCCC)CCCC)CCC.Cl. The catalyst is C1COCC1. The product is [N:1]1([C:6]2[CH:11]=[CH:10][C:9](/[CH:12]=[CH:13]/[C:14]([C:16]3[CH:17]=[C:18]([Cl:23])[CH:19]=[C:20]([Cl:22])[CH:21]=3)([OH:15])[C:25]([F:27])([F:26])[F:24])=[CH:8][CH:7]=2)[CH:5]=[N:4][CH:3]=[N:2]1. The yield is 0.250. (6) The reactants are [C:1]([C:5]1[CH:9]=[C:8]([NH2:10])[N:7]([C:11]2[CH:16]=[CH:15][C:14]([CH3:17])=[CH:13][CH:12]=2)[N:6]=1)([CH3:4])([CH3:3])[CH3:2].C1N=CN([C:23](N2C=NC=C2)=[O:24])C=1.[NH2:30][C:31]1[C:40]2[C:35](=[CH:36][CH:37]=[CH:38][CH:39]=2)[C:34]([O:41][CH2:42][C:43]([C:46]2[CH:51]=[CH:50][N:49]=[C:48]([NH:52][C:53](=[O:59])[O:54][C:55]([CH3:58])([CH3:57])[CH3:56])[CH:47]=2)([CH3:45])[CH3:44])=[CH:33][CH:32]=1. The product is [C:1]([C:5]1[CH:9]=[C:8]([NH:10][C:23](=[O:24])[NH:30][C:31]2[C:40]3[C:35](=[CH:36][CH:37]=[CH:38][CH:39]=3)[C:34]([O:41][CH2:42][C:43]([C:46]3[CH:51]=[CH:50][N:49]=[C:48]([NH:52][C:53](=[O:59])[O:54][C:55]([CH3:58])([CH3:57])[CH3:56])[CH:47]=3)([CH3:45])[CH3:44])=[CH:33][CH:32]=2)[N:7]([C:11]2[CH:12]=[CH:13][C:14]([CH3:17])=[CH:15][CH:16]=2)[N:6]=1)([CH3:4])([CH3:3])[CH3:2]. The yield is 0.520. The catalyst is C(Cl)Cl. (7) The reactants are [C:1](=[O:13])([O:11][CH3:12])[O:2][C:3]1[CH:8]=[CH:7][C:6]([F:9])=[CH:5][C:4]=1[CH3:10].[N+:14]([O-])([O-:16])=[O:15].[K+]. The catalyst is S(=O)(=O)(O)O. The product is [C:1](=[O:13])([O:11][CH3:12])[O:2][C:3]1[CH:8]=[C:7]([N+:14]([O-:16])=[O:15])[C:6]([F:9])=[CH:5][C:4]=1[CH3:10]. The yield is 0.940. (8) The product is [CH:3]1([C:9]2[CH:14]=[CH:13][C:12]([C:15]3[N:19]([S:28]([C:24]4[CH:23]=[N:22][CH:27]=[CH:26][CH:25]=4)(=[O:30])=[O:29])[CH:18]=[C:17]([CH:20]=[O:21])[CH:16]=3)=[CH:11][CH:10]=2)[CH2:4][CH2:5][CH2:6][CH2:7][CH2:8]1. The reactants are [H-].[Na+].[CH:3]1([C:9]2[CH:14]=[CH:13][C:12]([C:15]3[NH:19][CH:18]=[C:17]([CH:20]=[O:21])[CH:16]=3)=[CH:11][CH:10]=2)[CH2:8][CH2:7][CH2:6][CH2:5][CH2:4]1.[N:22]1[CH:27]=[CH:26][CH:25]=[C:24]([S:28](Cl)(=[O:30])=[O:29])[CH:23]=1. The yield is 0.970. The catalyst is O1CCCC1. (9) The reactants are [C@H:1]([NH:5][C:6]1[C:7]([C:17]([NH2:19])=[O:18])=[CH:8][C:9]([CH3:16])=[C:10]([CH:15]=1)[C:11]([O:13]C)=[O:12])([CH2:3][CH3:4])[CH3:2].[OH-].[Na+]. The catalyst is CO.ClCCl. The product is [C@H:1]([NH:5][C:6]1[C:7]([C:17]([NH2:19])=[O:18])=[CH:8][C:9]([CH3:16])=[C:10]([CH:15]=1)[C:11]([OH:13])=[O:12])([CH2:3][CH3:4])[CH3:2]. The yield is 0.650.